Dataset: Catalyst prediction with 721,799 reactions and 888 catalyst types from USPTO. Task: Predict which catalyst facilitates the given reaction. (1) Reactant: Cl[CH2:2][C:3]1[O:7][N:6]=[C:5]([C:8]2[CH:9]=[C:10]([C:14]3[N:15]=[C:16]4[CH:21]=[CH:20][CH:19]=[N:18][N:17]4[CH:22]=3)[CH:11]=[CH:12][CH:13]=2)[N:4]=1.[CH3:23][O:24][CH2:25][CH2:26][NH2:27]. Product: [N:15]1[C:14]([C:10]2[CH:9]=[C:8]([C:5]3[N:4]=[C:3]([CH2:2][NH:27][CH2:26][CH2:25][O:24][CH3:23])[O:7][N:6]=3)[CH:13]=[CH:12][CH:11]=2)=[CH:22][N:17]2[C:16]=1[CH:21]=[CH:20][CH:19]=[N:18]2. The catalyst class is: 14. (2) Reactant: [CH3:1][C:2]1[S:3][CH:4]=[C:5]([C:7]#[N:8])[N:6]=1.C([Li])CCC.[N+:14]([C:17]1[CH:24]=[CH:23][CH:22]=[CH:21][C:18]=1[CH:19]=[O:20])([O-:16])=[O:15].[Cl-].[NH4+]. Product: [OH:20][CH:19]([C:18]1[CH:21]=[CH:22][CH:23]=[CH:24][C:17]=1[N+:14]([O-:16])=[O:15])[C:4]1[S:3][C:2]([CH3:1])=[N:6][C:5]=1[C:7]#[N:8]. The catalyst class is: 7. (3) Reactant: [Cl:1][C:2]1[CH:10]=[CH:9][C:8]([C:11]2[N:12]([C:22]([O:24][C:25]([CH3:28])([CH3:27])[CH3:26])=[O:23])[C:13]3[C:18]([CH:19]=2)=[CH:17][C:16]([CH:20]=O)=[CH:15][CH:14]=3)=[C:7]2[C:3]=1[CH2:4][NH:5][C:6]2=[O:29].[CH2:30]([NH2:37])[C:31]1[CH:36]=[CH:35][CH:34]=[CH:33][CH:32]=1.C(O[BH-](OC(=O)C)OC(=O)C)(=O)C.[Na+].[OH-].[Na+]. Product: [Cl:1][C:2]1[CH:10]=[CH:9][C:8]([C:11]2[N:12]([C:22]([O:24][C:25]([CH3:27])([CH3:28])[CH3:26])=[O:23])[C:13]3[C:18]([CH:19]=2)=[CH:17][C:16]([CH2:20][NH:37][CH2:30][C:31]2[CH:36]=[CH:35][CH:34]=[CH:33][CH:32]=2)=[CH:15][CH:14]=3)=[C:7]2[C:3]=1[CH2:4][NH:5][C:6]2=[O:29]. The catalyst class is: 4.